Dataset: Reaction yield outcomes from USPTO patents with 853,638 reactions. Task: Predict the reaction yield, written as a fraction of the theoretical maximum amount of product (1.0 means a 100% yield; for example, 0.34 means a 34% yield). (1) The reactants are [Br:1][C:2]1[CH:3]=[C:4]([CH:7]=[C:8]([OH:11])[C:9]=1[OH:10])[CH:5]=[O:6].C([O-])([O-])=O.[K+].[K+].Br[CH2:19][CH2:20]Br.O. The catalyst is CN(C=O)C. The product is [Br:1][C:2]1[C:9]2[O:10][CH2:19][CH2:20][O:11][C:8]=2[CH:7]=[C:4]([CH:5]=[O:6])[CH:3]=1. The yield is 0.990. (2) The reactants are C([O:14][C:15]1[C:24]2[N:23]=[CH:22][CH:21]=[CH:20][C:19]=2[C:18]([C:25](O)=[O:26])=[C:17]2[CH2:28][N:29]([CH2:32][C:33]3[CH:38]=[CH:37][C:36]([F:39])=[CH:35][CH:34]=3)[C:30](=[O:31])[C:16]=12)(C1C=CC=CC=1)C1C=CC=CC=1.[NH2:40][C:41]1[S:42][CH:43]=[N:44][N:45]=1.C(N(C(C)C)CC)(C)C.F[P-](F)(F)(F)(F)F.N1(OC(N(C)C)=[N+](C)C)C2N=CC=CC=2N=N1. The catalyst is CN(C)C=O. The product is [S:42]1[CH:43]=[N:44][N:45]=[C:41]1[NH:40][C:25]([C:18]1[C:19]2[CH:20]=[CH:21][CH:22]=[N:23][C:24]=2[C:15]([OH:14])=[C:16]2[C:30](=[O:31])[N:29]([CH2:32][C:33]3[CH:38]=[CH:37][C:36]([F:39])=[CH:35][CH:34]=3)[CH2:28][C:17]=12)=[O:26]. The yield is 0.400. (3) The reactants are [NH2:1][C:2]1[CH:25]=[CH:24][C:5]([C:6]([NH:8][CH2:9][C:10]2[CH:15]=[CH:14][C:13]([O:16][CH2:17][C:18]3[CH:23]=[CH:22][CH:21]=[CH:20][CH:19]=3)=[CH:12][CH:11]=2)=[O:7])=[CH:4][N:3]=1.C=O.O.[C:29]([O:32][CH2:33]C)(=O)[CH3:30]. The catalyst is C(O)C. The product is [CH2:17]([O:16][C:13]1[CH:14]=[CH:15][C:10]([CH2:9][NH:8][C:6](=[O:7])[C:5]2[CH:24]=[CH:25][C:2]([NH:1][CH2:33][O:32][CH2:29][CH3:30])=[N:3][CH:4]=2)=[CH:11][CH:12]=1)[C:18]1[CH:19]=[CH:20][CH:21]=[CH:22][CH:23]=1. The yield is 0.400. (4) The reactants are [O:1]1[CH:5]=[CH:4][CH:3]=[C:2]1B(O)O.[Cl:9][C:10]1[CH:11]=[C:12]2[C:16](=[CH:17][CH:18]=1)[NH:15][CH:14]=[C:13]2[CH2:19][CH2:20][NH:21][C:22](=[O:31])[C:23]1[CH:28]=[CH:27][C:26]([CH2:29]Cl)=[CH:25][CH:24]=1.ClCCl.[I-].[Na+].C(=O)([O-])[O-].[Na+].[Na+]. The catalyst is C(COC)OC.O.C1C=CC(P(C2C=CC=CC=2)[C-]2C=CC=C2)=CC=1.C1C=CC(P(C2C=CC=CC=2)[C-]2C=CC=C2)=CC=1.Cl[Pd]Cl.[Fe+2]. The product is [Cl:9][C:10]1[CH:11]=[C:12]2[C:16](=[CH:17][CH:18]=1)[NH:15][CH:14]=[C:13]2[CH2:19][CH2:20][NH:21][C:22](=[O:31])[C:23]1[CH:28]=[CH:27][C:26]([CH2:29][C:2]2[O:1][CH:5]=[CH:4][CH:3]=2)=[CH:25][CH:24]=1. The yield is 0.190. (5) The catalyst is O1CCCC1.O. The yield is 0.810. The product is [OH:16][C:5]([CH3:15])([C:6]([NH:8][CH2:9][CH2:10][C:11]([F:12])([F:13])[F:14])=[O:7])[C:4]([OH:17])=[O:3]. The reactants are C([O:3][C:4](=[O:17])[C:5]([OH:16])([CH3:15])[C:6]([NH:8][CH2:9][CH2:10][C:11]([F:14])([F:13])[F:12])=[O:7])C.[OH-].[Li+].